From a dataset of Catalyst prediction with 721,799 reactions and 888 catalyst types from USPTO. Predict which catalyst facilitates the given reaction. Reactant: [OH:1][C:2]1[CH:3]=[C:4]2[C:9](=[CH:10][CH:11]=1)[N:8]=[C:7]([CH2:12][CH:13]([CH3:15])[CH3:14])[C:6]([CH2:16][NH:17][C:18](=[O:24])[O:19][C:20]([CH3:23])([CH3:22])[CH3:21])=[C:5]2[C:25]1[CH:30]=[CH:29][C:28]([CH3:31])=[CH:27][CH:26]=1.Br[CH2:33][C:34]#[N:35].C(=O)([O-])[O-].[K+].[K+].CN(C)C=O. Product: [C:34]([CH2:33][O:1][C:2]1[CH:3]=[C:4]2[C:9](=[CH:10][CH:11]=1)[N:8]=[C:7]([CH2:12][CH:13]([CH3:15])[CH3:14])[C:6]([CH2:16][NH:17][C:18](=[O:24])[O:19][C:20]([CH3:23])([CH3:21])[CH3:22])=[C:5]2[C:25]1[CH:26]=[CH:27][C:28]([CH3:31])=[CH:29][CH:30]=1)#[N:35]. The catalyst class is: 6.